This data is from Merck oncology drug combination screen with 23,052 pairs across 39 cell lines. The task is: Regression. Given two drug SMILES strings and cell line genomic features, predict the synergy score measuring deviation from expected non-interaction effect. (1) Drug 1: CN(Cc1cnc2nc(N)nc(N)c2n1)c1ccc(C(=O)NC(CCC(=O)O)C(=O)O)cc1. Drug 2: CC(C)CC(NC(=O)C(Cc1ccccc1)NC(=O)c1cnccn1)B(O)O. Cell line: SW837. Synergy scores: synergy=-1.30. (2) Drug 1: O=C(O)C1(Cc2cccc(Nc3nccs3)n2)CCC(Oc2cccc(Cl)c2F)CC1. Drug 2: Cn1cc(-c2cnn3c(N)c(Br)c(C4CCCNC4)nc23)cn1. Cell line: RKO. Synergy scores: synergy=11.8.